This data is from Forward reaction prediction with 1.9M reactions from USPTO patents (1976-2016). The task is: Predict the product of the given reaction. (1) Given the reactants [F:1][CH:2]([F:14])[CH2:3][NH:4][C:5]1[CH:10]=[CH:9][CH:8]=[CH:7][C:6]=1[N+:11]([O-])=O, predict the reaction product. The product is: [F:1][CH:2]([F:14])[CH2:3][NH:4][C:5]1[C:6]([NH2:11])=[CH:7][CH:8]=[CH:9][CH:10]=1. (2) Given the reactants Br[C:2]1[N:7]=[C:6]2[N:8]([CH2:11][C:12]3[CH:13]=[CH:14][C:15]4[O:19][CH2:18][CH2:17][C:16]=4[CH:20]=3)[N:9]=[N:10][C:5]2=[N:4][CH:3]=1.[CH3:21][N:22]1[CH:26]=[C:25](B2OC(C)(C)C(C)(C)O2)[CH:24]=[N:23]1.C(=O)([O-])[O-].[Na+].[Na+].N#N, predict the reaction product. The product is: [O:19]1[C:15]2[CH:14]=[CH:13][C:12]([CH2:11][N:8]3[C:6]4=[N:7][C:2]([C:25]5[CH:24]=[N:23][N:22]([CH3:21])[CH:26]=5)=[CH:3][N:4]=[C:5]4[N:10]=[N:9]3)=[CH:20][C:16]=2[CH2:17][CH2:18]1.